This data is from CYP3A4 substrate classification data from Carbon-Mangels et al.. The task is: Regression/Classification. Given a drug SMILES string, predict its absorption, distribution, metabolism, or excretion properties. Task type varies by dataset: regression for continuous measurements (e.g., permeability, clearance, half-life) or binary classification for categorical outcomes (e.g., BBB penetration, CYP inhibition). Dataset: cyp3a4_substrate_carbonmangels. (1) The compound is C[C@H]1COc2c(N3CCN(C)CC3)c(F)cc3c(=O)c(C(=O)O)cn1c23. The result is 0 (non-substrate). (2) The molecule is Clc1ccccc1C(c1ccccc1)(c1ccccc1)n1ccnc1. The result is 1 (substrate). (3) The compound is CCCC(CCC)C(=O)O. The result is 0 (non-substrate). (4) The molecule is CC1(C)CC(=O)N(CCCCN2CCN(c3ncccn3)CC2)C(=O)C1. The result is 1 (substrate). (5) The drug is CCOC(=O)C1=C(C)NC(C)=C(C(=O)OC)[C@@H]1c1cccc([N+](=O)[O-])c1. The result is 1 (substrate). (6) The compound is O=C(C1CCCCC1)N1CC(=O)N2CCc3ccccc3[C@H]2C1. The result is 1 (substrate). (7) The molecule is C[C@H]1C[C@H]2[C@@H]3CC[C@](O)(C(=O)CO)[C@@]3(C)C[C@H](O)[C@@H]2[C@@]2(C)C=CC(=O)C=C12. The result is 1 (substrate). (8) The molecule is CN1CCN(C2=Nc3cc(Cl)ccc3Nc3ccccc32)CC1. The result is 1 (substrate).